Predict the product of the given reaction. From a dataset of Forward reaction prediction with 1.9M reactions from USPTO patents (1976-2016). (1) Given the reactants [OH-].[Na+].[Cl:3][C:4]1[N:9]=[C:8]([N:10]2[CH2:15][CH2:14][O:13][CH2:12][C@H:11]2[CH3:16])[CH:7]=[C:6]([CH2:17][S:18]([CH:21]2[CH2:23][CH2:22]2)(=[O:20])=[O:19])[N:5]=1.Br[CH2:25][CH2:26][O:27][CH2:28][CH2:29]Br, predict the reaction product. The product is: [Cl:3][C:4]1[N:9]=[C:8]([N:10]2[CH2:15][CH2:14][O:13][CH2:12][C@H:11]2[CH3:16])[CH:7]=[C:6]([C:17]2([S:18]([CH:21]3[CH2:23][CH2:22]3)(=[O:20])=[O:19])[CH2:29][CH2:28][O:27][CH2:26][CH2:25]2)[N:5]=1. (2) The product is: [Cl:1][C:2]1[CH:7]=[CH:6][CH:5]=[CH:4][C:3]=1[C:12]1[C:17]([CH2:18][OH:19])=[CH:16][CH:15]=[CH:14][N:13]=1. Given the reactants [Cl:1][C:2]1[CH:7]=[CH:6][CH:5]=[CH:4][C:3]=1B(O)O.Cl[C:12]1[C:17]([CH2:18][OH:19])=[CH:16][CH:15]=[CH:14][N:13]=1.C(=O)(O)[O-].[Na+].O1CCOCC1, predict the reaction product. (3) Given the reactants [OH:1][CH:2]([C:12]1[CH:17]=[CH:16][CH:15]=[CH:14][CH:13]=1)[C:3]1[CH:11]=[CH:10][C:6]([C:7]([OH:9])=O)=[CH:5][CH:4]=1.[N:18]1([C:24]([O:26][C:27]([CH3:30])([CH3:29])[CH3:28])=[O:25])[CH2:23][CH2:22][NH:21][CH2:20][CH2:19]1.C(N(CC)CC)C.CN(C(ON1N=NC2C=CC=NC1=2)=[N+](C)C)C.F[P-](F)(F)(F)(F)F.C([O-])(O)=O.[Na+], predict the reaction product. The product is: [OH:1][CH:2]([C:12]1[CH:17]=[CH:16][CH:15]=[CH:14][CH:13]=1)[C:3]1[CH:4]=[CH:5][C:6]([C:7]([N:21]2[CH2:20][CH2:19][N:18]([C:24]([O:26][C:27]([CH3:30])([CH3:29])[CH3:28])=[O:25])[CH2:23][CH2:22]2)=[O:9])=[CH:10][CH:11]=1. (4) Given the reactants Br[C:2]1[N:19]([CH2:20][O:21][CH2:22][CH2:23][Si:24]([CH3:27])([CH3:26])[CH3:25])[C:5]2[CH:6]=[N:7][N:8]([CH2:11][O:12][CH2:13][CH2:14][Si:15]([CH3:18])([CH3:17])[CH3:16])[C:9](=[O:10])[C:4]=2[C:3]=1[CH:28]1[CH2:30][CH2:29]1.BrC1N(COCC[Si](C)(C)C)C2C=NN(COCC[Si](C)(C)C)C(=O)C=2C=1C.[F:59][CH:60]([F:83])[O:61][C:62]1[CH:63]=[CH:64][C:65](B2OC(C)(C)C(C)(C)O2)=[C:66]2[C:71]=1[O:70][C:69]([CH3:73])([CH3:72])[CH:68]=[CH:67]2.C1(OC2C=C(B3OC(C)(C)C(C)(C)O3)C=CC=2OC(F)F)CC1, predict the reaction product. The product is: [CH:28]1([C:3]2[C:4]3[C:9](=[O:10])[N:8]([CH2:11][O:12][CH2:13][CH2:14][Si:15]([CH3:16])([CH3:17])[CH3:18])[N:7]=[CH:6][C:5]=3[N:19]([CH2:20][O:21][CH2:22][CH2:23][Si:24]([CH3:27])([CH3:26])[CH3:25])[C:2]=2[C:65]2[CH:64]=[CH:63][C:62]([O:61][CH:60]([F:59])[F:83])=[C:71]3[C:66]=2[CH:67]=[CH:68][C:69]([CH3:72])([CH3:73])[O:70]3)[CH2:30][CH2:29]1. (5) Given the reactants Cl[C:2]1[N:10]=[CH:9][C:8]([Cl:11])=[CH:7][C:3]=1[C:4]([OH:6])=[O:5].[Cl:12][C:13]1[CH:18]=[CH:17][CH:16]=[CH:15][C:14]=1[CH2:19][OH:20], predict the reaction product. The product is: [Cl:11][C:8]1[CH:9]=[N:10][C:2]([O:20][CH2:19][C:14]2[CH:15]=[CH:16][CH:17]=[CH:18][C:13]=2[Cl:12])=[C:3]([CH:7]=1)[C:4]([OH:6])=[O:5].